This data is from Full USPTO retrosynthesis dataset with 1.9M reactions from patents (1976-2016). The task is: Predict the reactants needed to synthesize the given product. Given the product [C:18]([O:9][CH2:7][C:6]1[C:10]([CH3:14])=[CH:11][C:12]([CH3:13])=[C:4]([N+:1]([O-:3])=[O:2])[C:5]=1[CH3:15])(=[O:19])[CH3:17], predict the reactants needed to synthesize it. The reactants are: [N+:1]([C:4]1[C:5]([CH3:15])=[C:6]([C:10]([CH3:14])=[CH:11][C:12]=1[CH3:13])[C:7]([OH:9])=O)([O-:3])=[O:2].C1C[O:19][CH2:18][CH2:17]1.